This data is from Reaction yield outcomes from USPTO patents with 853,638 reactions. The task is: Predict the reaction yield, written as a fraction of the theoretical maximum amount of product (1.0 means a 100% yield; for example, 0.34 means a 34% yield). (1) The reactants are [OH-:1].[Na+].[Cl:3][C:4]1[CH:9]=[C:8]([Cl:10])[C:7]([O:11][CH3:12])=[CH:6][C:5]=1[CH2:13][C:14]#N.Cl.[OH2:17]. No catalyst specified. The product is [Cl:3][C:4]1[CH:9]=[C:8]([Cl:10])[C:7]([O:11][CH3:12])=[CH:6][C:5]=1[CH2:13][C:14]([OH:17])=[O:1]. The yield is 0.960. (2) The reactants are [NH2:1][C:2]1[C:11]2[C:6](=[CH:7][CH:8]=[CH:9][CH:10]=2)[N:5]=[C:4]([CH3:12])[CH:3]=1.C(N(CC)CC)C.Cl[C:21](Cl)([O:23]C(=O)OC(Cl)(Cl)Cl)Cl.[Cl:32][C:33]1[CH:39]=[CH:38][C:36]([NH2:37])=[CH:35][C:34]=1[O:40][CH2:41][CH2:42][N:43]([CH3:45])[CH3:44]. The catalyst is C1COCC1. The product is [Cl:32][C:33]1[CH:39]=[CH:38][C:36]([NH:37][C:21]([NH:1][C:2]2[C:11]3[C:6](=[CH:7][CH:8]=[CH:9][CH:10]=3)[N:5]=[C:4]([CH3:12])[CH:3]=2)=[O:23])=[CH:35][C:34]=1[O:40][CH2:41][CH2:42][N:43]([CH3:45])[CH3:44]. The yield is 0.450. (3) The reactants are [CH3:1][O:2][C:3]1[CH:29]=[CH:28][C:6]([CH2:7][N:8]2[C:12]3=[N:13][CH:14]=[CH:15][C:16]([O:17][C:18]4[C:23]([F:24])=[CH:22][C:21]([NH2:25])=[C:20]([Cl:26])[CH:19]=4)=[C:11]3[C:10](I)=[N:9]2)=[CH:5][CH:4]=1.[NH2:30][CH:31]1[CH2:36][CH2:35][N:34]([CH3:37])[CH2:33][CH2:32]1.C([O-])([O-])=O.[K+].[K+].N1CCC[C@H]1C(O)=O. The catalyst is CS(C)=O.C(Cl)Cl.O. The product is [CH3:1][O:2][C:3]1[CH:29]=[CH:28][C:6]([CH2:7][N:8]2[C:12]3=[N:13][CH:14]=[CH:15][C:16]([O:17][C:18]4[CH:19]=[C:20]([Cl:26])[C:21]([NH2:25])=[CH:22][C:23]=4[F:24])=[C:11]3[C:10]([NH:30][CH:31]3[CH2:36][CH2:35][N:34]([CH3:37])[CH2:33][CH2:32]3)=[N:9]2)=[CH:5][CH:4]=1. The yield is 0.667. (4) The reactants are B(O)(O)[C@H]1N([C:7]([C@@H:9](N)C(C)C)=[O:8])CCC1.CS(O)(=O)=O.[OH:21][CH2:22][C:23]([CH2:25][OH:26])=[O:24].N1C=CC=CC=1.[C:33](OC(=O)C)(=[O:35])[CH3:34]. No catalyst specified. The product is [C:33]([O:21][CH2:22][C:23]([CH2:25][O:26][C:7](=[O:8])[CH3:9])=[O:24])(=[O:35])[CH3:34]. The yield is 0.780. (5) The reactants are [NH2:1][CH2:2][C:3]1[CH:15]=[C:14]2[C:6]([C:7]3[C:8]([C:19]4[CH:24]=[CH:23][CH:22]=[C:21]([N:25]5[CH2:33][C:32]6[C:27](=[CH:28][CH:29]=[CH:30][CH:31]=6)[C:26]5=[O:34])[C:20]=4[CH3:35])=[CH:9][CH:10]=[C:11]([C:16]([NH2:18])=[O:17])[C:12]=3[NH:13]2)=[CH:5][CH:4]=1.CCN(C(C)C)C(C)C.Br[CH2:46][CH2:47][CH2:48][C:49](Cl)=[O:50].[H-].[Na+]. The catalyst is C1COCC1.C(Cl)Cl.CCOC(C)=O.O. The product is [CH3:35][C:20]1[C:21]([N:25]2[CH2:33][C:32]3[C:27](=[CH:28][CH:29]=[CH:30][CH:31]=3)[C:26]2=[O:34])=[CH:22][CH:23]=[CH:24][C:19]=1[C:8]1[C:7]2[C:6]3[C:14](=[CH:15][C:3]([CH2:2][N:1]4[CH2:46][CH2:47][CH2:48][C:49]4=[O:50])=[CH:4][CH:5]=3)[NH:13][C:12]=2[C:11]([C:16]([NH2:18])=[O:17])=[CH:10][CH:9]=1. The yield is 0.0300.